This data is from NCI-60 drug combinations with 297,098 pairs across 59 cell lines. The task is: Regression. Given two drug SMILES strings and cell line genomic features, predict the synergy score measuring deviation from expected non-interaction effect. (1) Drug 1: CCC1=CC2CC(C3=C(CN(C2)C1)C4=CC=CC=C4N3)(C5=C(C=C6C(=C5)C78CCN9C7C(C=CC9)(C(C(C8N6C)(C(=O)OC)O)OC(=O)C)CC)OC)C(=O)OC.C(C(C(=O)O)O)(C(=O)O)O. Drug 2: C1CN(P(=O)(OC1)NCCCl)CCCl. Cell line: SF-268. Synergy scores: CSS=15.5, Synergy_ZIP=-0.276, Synergy_Bliss=-0.979, Synergy_Loewe=-43.8, Synergy_HSA=-1.99. (2) Drug 1: C1=CN(C(=O)N=C1N)C2C(C(C(O2)CO)O)O.Cl. Drug 2: C(CCl)NC(=O)N(CCCl)N=O. Cell line: CCRF-CEM. Synergy scores: CSS=86.0, Synergy_ZIP=16.0, Synergy_Bliss=16.3, Synergy_Loewe=-7.37, Synergy_HSA=17.3. (3) Drug 1: C1=NC2=C(N1)C(=S)N=C(N2)N. Drug 2: CCC1=C2CN3C(=CC4=C(C3=O)COC(=O)C4(CC)O)C2=NC5=C1C=C(C=C5)O. Cell line: CAKI-1. Synergy scores: CSS=71.1, Synergy_ZIP=-1.63, Synergy_Bliss=-1.68, Synergy_Loewe=-1.73, Synergy_HSA=3.29. (4) Drug 1: CS(=O)(=O)C1=CC(=C(C=C1)C(=O)NC2=CC(=C(C=C2)Cl)C3=CC=CC=N3)Cl. Drug 2: C1CC(=O)NC(=O)C1N2C(=O)C3=CC=CC=C3C2=O. Cell line: U251. Synergy scores: CSS=7.99, Synergy_ZIP=2.31, Synergy_Bliss=8.03, Synergy_Loewe=0.852, Synergy_HSA=2.94. (5) Drug 1: C1=CC(=C2C(=C1NCCNCCO)C(=O)C3=C(C=CC(=C3C2=O)O)O)NCCNCCO. Drug 2: CC12CCC3C(C1CCC2OP(=O)(O)O)CCC4=C3C=CC(=C4)OC(=O)N(CCCl)CCCl.[Na+]. Cell line: KM12. Synergy scores: CSS=16.5, Synergy_ZIP=-11.9, Synergy_Bliss=-16.3, Synergy_Loewe=-30.7, Synergy_HSA=-12.6.